Dataset: Reaction yield outcomes from USPTO patents with 853,638 reactions. Task: Predict the reaction yield, written as a fraction of the theoretical maximum amount of product (1.0 means a 100% yield; for example, 0.34 means a 34% yield). (1) The reactants are [CH2:1]([S:3]([N:6]1[CH2:11][CH2:10][CH:9]([C:12]2[C:20]3[C:15](=[C:16]([C:29]([NH2:31])=[O:30])[CH:17]=[C:18]([C:21]4[CH:25]=[C:24]([CH2:26][NH:27][CH3:28])[S:23][CH:22]=4)[CH:19]=3)[NH:14][CH:13]=2)[CH2:8][CH2:7]1)(=[O:5])=[O:4])[CH3:2].C(N(CC)CC)C.[CH3:39][CH2:40][O:41][C:42](Cl)=[O:43]. The catalyst is CN(C=O)C. The product is [NH2:31][C:29]([C:16]1[CH:17]=[C:18]([C:21]2[CH:25]=[C:24]([CH2:26][N:27]([CH3:28])[C:42](=[O:43])[O:41][CH2:40][CH3:39])[S:23][CH:22]=2)[CH:19]=[C:20]2[C:15]=1[NH:14][CH:13]=[C:12]2[CH:9]1[CH2:10][CH2:11][N:6]([S:3]([CH2:1][CH3:2])(=[O:5])=[O:4])[CH2:7][CH2:8]1)=[O:30]. The yield is 0.535. (2) The reactants are [Si:1]([O:8][CH2:9][C@@H:10]1[CH2:14][C:13]([CH3:15])=[CH:12][N:11]1[C:16]([C:18]1[CH:23]=[C:22]([O:24][CH3:25])[C:21]([O:26][Si:27]([CH:34]([CH3:36])[CH3:35])([CH:31]([CH3:33])[CH3:32])[CH:28]([CH3:30])[CH3:29])=[CH:20][C:19]=1[N+:37]([O-])=O)=[O:17])([C:4]([CH3:7])([CH3:6])[CH3:5])([CH3:3])[CH3:2]. The catalyst is C(O)=O.C(O)C.[Zn]. The product is [NH2:37][C:19]1[CH:20]=[C:21]([O:26][Si:27]([CH:28]([CH3:29])[CH3:30])([CH:34]([CH3:36])[CH3:35])[CH:31]([CH3:33])[CH3:32])[C:22]([O:24][CH3:25])=[CH:23][C:18]=1[C:16]([N:11]1[CH:12]=[C:13]([CH3:15])[CH2:14][C@H:10]1[CH2:9][O:8][Si:1]([C:4]([CH3:7])([CH3:6])[CH3:5])([CH3:2])[CH3:3])=[O:17]. The yield is 0.800. (3) The reactants are [Br:1][C:2]1[S:6][C:5]2[C:7](=[O:16])[C:8]3[CH:12]=[C:11]([Br:13])[S:10][C:9]=3[C:14](=[O:15])[C:4]=2[CH:3]=1.[C:17](=[O:20])([O-])[O-].[K+].[K+].[C:23](Cl)(=[O:32])[CH2:24][CH2:25][CH2:26][CH2:27][CH2:28][CH2:29][CH2:30][CH3:31]. The catalyst is [Zn].O1CCCC1. The product is [Br:13][C:11]1[S:10][C:9]2=[C:14]([O:15][C:17](=[O:20])[CH2:2][CH2:3][CH2:4][CH2:5][CH2:7][CH2:8][CH2:9][CH3:14])[C:4]3[CH:3]=[C:2]([Br:1])[S:6][C:5]=3[C:7]([O:16][C:23](=[O:32])[CH2:24][CH2:25][CH2:26][CH2:27][CH2:28][CH2:29][CH2:30][CH3:31])=[C:8]2[CH:12]=1. The yield is 0.150.